Dataset: Catalyst prediction with 721,799 reactions and 888 catalyst types from USPTO. Task: Predict which catalyst facilitates the given reaction. (1) Reactant: [O:1]1[CH:5]=[CH:4][CH:3]=[C:2]1[CH2:6][NH:7][C:8]1[N:16]=[C:15]([CH3:17])[CH:14]=[CH:13][C:9]=1[C:10]([OH:12])=O.[C:18]1([C:24]([C:31]2[CH:36]=[CH:35][CH:34]=[CH:33][CH:32]=2)([CH:26]2[CH2:30][CH2:29][CH2:28][NH:27]2)[OH:25])[CH:23]=[CH:22][CH:21]=[CH:20][CH:19]=1.C1C=CC2N(O)N=NC=2C=1.CCN=C=NCCCN(C)C.Cl.C(=O)([O-])O.[Na+]. Product: [O:1]1[CH:5]=[CH:4][CH:3]=[C:2]1[CH2:6][NH:7][C:8]1[C:9]([C:10]([N:27]2[CH2:28][CH2:29][CH2:30][C@@H:26]2[C:24]([C:31]2[CH:36]=[CH:35][CH:34]=[CH:33][CH:32]=2)([C:18]2[CH:23]=[CH:22][CH:21]=[CH:20][CH:19]=2)[OH:25])=[O:12])=[CH:13][CH:14]=[C:15]([CH3:17])[N:16]=1. The catalyst class is: 3. (2) Reactant: [CH3:1][O:2][C:3]1[CH:11]=[CH:10][C:9]([N+:12]([O-])=O)=[CH:8][C:4]=1[C:5]([NH2:7])=[O:6].[ClH:15]. Product: [ClH:15].[NH2:12][C:9]1[CH:10]=[CH:11][C:3]([O:2][CH3:1])=[C:4]([CH:8]=1)[C:5]([NH2:7])=[O:6].[ClH:15]. The catalyst class is: 13.